This data is from Full USPTO retrosynthesis dataset with 1.9M reactions from patents (1976-2016). The task is: Predict the reactants needed to synthesize the given product. (1) Given the product [C:1]([O:4][C:5]1[CH:6]=[C:7]2[C:12](=[CH:13][CH:14]=1)[N:11]=[CH:10][N:9]=[C:8]2[Cl:18])(=[O:3])[CH3:2], predict the reactants needed to synthesize it. The reactants are: [C:1]([O:4][C:5]1[CH:6]=[C:7]2[C:12](=[CH:13][CH:14]=1)[NH:11][C:10](=O)[N:9]=[CH:8]2)(=[O:3])[CH3:2].P(Cl)(Cl)([Cl:18])=O. (2) Given the product [CH3:1][O:2][C:3](=[O:27])[C:4]1[CH:9]=[CH:8][C:7]([NH2:10])=[C:6]([CH2:13][S:14]([C:17]2[C:26]3[C:21](=[CH:22][CH:23]=[CH:24][CH:25]=3)[CH:20]=[CH:19][CH:18]=2)(=[O:15])=[O:16])[CH:5]=1, predict the reactants needed to synthesize it. The reactants are: [CH3:1][O:2][C:3](=[O:27])[C:4]1[CH:9]=[CH:8][C:7]([N+:10]([O-])=O)=[C:6]([CH2:13][S:14]([C:17]2[C:26]3[C:21](=[CH:22][CH:23]=[CH:24][CH:25]=3)[CH:20]=[CH:19][CH:18]=2)(=[O:16])=[O:15])[CH:5]=1.CO. (3) Given the product [F:28][C:22]1[CH:23]=[C:24]([F:27])[CH:25]=[CH:26][C:21]=1[C:20]1[C:14]2[O:13][CH:12]([CH2:11][NH2:10])[CH2:16][C:15]=2[CH:17]=[CH:18][CH:19]=1, predict the reactants needed to synthesize it. The reactants are: C(OC(=O)[NH:10][CH2:11][CH:12]1[CH2:16][C:15]2[CH:17]=[CH:18][CH:19]=[C:20]([C:21]3[CH:26]=[CH:25][C:24]([F:27])=[CH:23][C:22]=3[F:28])[C:14]=2[O:13]1)C1C=CC=CC=1. (4) Given the product [F:29][C:23]1[CH:24]=[C:25]([NH:26][C:40](=[O:41])[CH2:39][C:38]([N:37]([C:34]2[CH:35]=[CH:36][C:31]([F:30])=[CH:32][CH:33]=2)[CH3:44])=[O:43])[CH:27]=[CH:28][C:22]=1[O:21][C:18]1[CH:17]=[CH:16][N:15]=[C:14]2[CH:13]=[C:12]([C:9]3[CH:8]=[CH:7][C:6]([CH:2]=[O:3])=[CH:11][N:10]=3)[S:20][C:19]=12, predict the reactants needed to synthesize it. The reactants are: O1CC[O:3][CH:2]1[C:6]1[CH:7]=[CH:8][C:9]([C:12]2[S:20][C:19]3[C:14](=[N:15][CH:16]=[CH:17][C:18]=3[O:21][C:22]3[CH:28]=[CH:27][C:25]([NH2:26])=[CH:24][C:23]=3[F:29])[CH:13]=2)=[N:10][CH:11]=1.[F:30][C:31]1[CH:36]=[CH:35][C:34]([N:37]([CH3:44])[C:38](=[O:43])[CH2:39][C:40](O)=[O:41])=[CH:33][CH:32]=1.CCN=C=NCCCN(C)C.Cl. (5) Given the product [C:1]([Si:5]([CH3:24])([CH3:23])[O:6][C:7]1[CH:16]=[C:15]2[C:10]([C:11]3[CH2:22][CH2:21][CH2:20][CH2:19][CH2:18][C:12]=3[CH:13]([OH:17])[O:14]2)=[CH:9][CH:8]=1)([CH3:4])([CH3:3])[CH3:2], predict the reactants needed to synthesize it. The reactants are: [C:1]([Si:5]([CH3:24])([CH3:23])[O:6][C:7]1[CH:16]=[C:15]2[C:10]([C:11]3[CH2:22][CH2:21][CH2:20][CH2:19][CH2:18][C:12]=3[C:13](=[O:17])[O:14]2)=[CH:9][CH:8]=1)([CH3:4])([CH3:3])[CH3:2].CC(C[AlH]CC(C)C)C.